This data is from Reaction yield outcomes from USPTO patents with 853,638 reactions. The task is: Predict the reaction yield, written as a fraction of the theoretical maximum amount of product (1.0 means a 100% yield; for example, 0.34 means a 34% yield). (1) The reactants are [CH3:1][O:2][C:3]([CH:5]1[CH2:10][CH2:9][CH:8]([C:11]2[CH:16]=[CH:15][C:14]([CH:17]=[CH:18][CH:19]3[CH2:24][CH2:23][CH:22]([CH2:25][CH2:26][CH2:27][CH2:28][CH3:29])[CH2:21][CH2:20]3)=[CH:13][CH:12]=2)[CH2:7][CH2:6]1)=[O:4]. The catalyst is C1(C)C=CC=CC=1.C(O)C.[Pd]. The product is [CH3:1][O:2][C:3]([CH:5]1[CH2:6][CH2:7][CH:8]([C:11]2[CH:12]=[CH:13][C:14]([CH2:17][CH2:18][CH:19]3[CH2:20][CH2:21][CH:22]([CH2:25][CH2:26][CH2:27][CH2:28][CH3:29])[CH2:23][CH2:24]3)=[CH:15][CH:16]=2)[CH2:9][CH2:10]1)=[O:4]. The yield is 0.880. (2) The reactants are [CH2:1]([O:3][C:4](=[O:26])[CH2:5][N:6]1[C:14]2[CH2:13][CH2:12][CH2:11][CH:10]([NH:15][S:16]([C:19]3[CH:24]=[CH:23][C:22](Br)=[CH:21][CH:20]=3)(=[O:18])=[O:17])[C:9]=2[CH:8]=[N:7]1)[CH3:2].[CH3:27][O:28][C:29]1[CH:34]=[CH:33][C:32](B(O)O)=[CH:31][CH:30]=1.C(=O)([O-])[O-].[Na+].[Na+]. The catalyst is CN(C)C=O.O.C1C=CC([P]([Pd]([P](C2C=CC=CC=2)(C2C=CC=CC=2)C2C=CC=CC=2)([P](C2C=CC=CC=2)(C2C=CC=CC=2)C2C=CC=CC=2)[P](C2C=CC=CC=2)(C2C=CC=CC=2)C2C=CC=CC=2)(C2C=CC=CC=2)C2C=CC=CC=2)=CC=1. The product is [CH2:1]([O:3][C:4](=[O:26])[CH2:5][N:6]1[C:14]2[CH2:13][CH2:12][CH2:11][CH:10]([NH:15][S:16]([C:19]3[CH:24]=[CH:23][C:22]([C:32]4[CH:33]=[CH:34][C:29]([O:28][CH3:27])=[CH:30][CH:31]=4)=[CH:21][CH:20]=3)(=[O:18])=[O:17])[C:9]=2[CH:8]=[N:7]1)[CH3:2]. The yield is 0.100. (3) The reactants are [CH:1]1[CH:6]=[CH:5][C:4]([N:7]([C:14]2[CH:19]=[CH:18][C:17](Br)=[CH:16][CH:15]=2)[C:8]2[CH:13]=[CH:12][CH:11]=[CH:10][CH:9]=2)=[CH:3][CH:2]=1.[NH2:21][C:22]1[C:31]2[C:26](=[CH:27][CH:28]=[CH:29][CH:30]=2)[CH:25]=[CH:24][CH:23]=1.CC(C)([O-])C.[Na+].C1(C)C(C)=CC=CC=1. The catalyst is [CH-]1C(P(C2C=CC=CC=2)C2C=CC=CC=2)=CC=C1.[CH-]1C(P(C2C=CC=CC=2)C2C=CC=CC=2)=CC=C1.[Fe+2].CCCCCC.C1(C)C=CC=CC=1. The product is [C:4]1([N:7]([C:8]2[CH:13]=[CH:12][CH:11]=[CH:10][CH:9]=2)[C:14]2[CH:19]=[CH:18][C:17]([NH:21][C:22]3[C:31]4[C:26](=[CH:27][CH:28]=[CH:29][CH:30]=4)[CH:25]=[CH:24][CH:23]=3)=[CH:16][CH:15]=2)[CH:5]=[CH:6][CH:1]=[CH:2][CH:3]=1. The yield is 0.460. (4) The reactants are [CH3:1][C:2]1[CH:3]=[C:4]([CH:11]=[O:12])[CH:5]=[C:6]2[C:10]=1[NH:9][N:8]=[CH:7]2.C(N(CC)CC)C.[CH3:20][Si:21]([CH3:29])([CH3:28])[CH2:22][CH2:23][S:24](Cl)(=[O:26])=[O:25]. The catalyst is C(Cl)Cl. The product is [CH3:1][C:2]1[C:10]2[C:6](=[CH:7][N:8]([S:24]([CH2:23][CH2:22][Si:21]([CH3:29])([CH3:28])[CH3:20])(=[O:26])=[O:25])[N:9]=2)[CH:5]=[C:4]([CH:11]=[O:12])[CH:3]=1. The yield is 0.770. (5) The reactants are [NH2:1][N:2]1[C:7](=[O:8])[C:6]([C:9]2[NH:14][C:13]3[CH:15]=[CH:16][CH:17]=[CH:18][C:12]=3[S:11](=[O:20])(=[O:19])[N:10]=2)=[C:5]([OH:21])[C:4]2[S:22][CH:23]=[CH:24][C:3]1=2.[CH3:25][CH:26]([CH3:29])[CH:27]=O. The catalyst is CN(C)C(=O)C. The product is [O:19]=[S:11]1(=[O:20])[C:12]2[CH:18]=[CH:17][CH:16]=[CH:15][C:13]=2[NH:14][C:9]([C:6]2[C:7](=[O:8])[N:2]([N:1]=[CH:25][CH:26]([CH3:29])[CH3:27])[C:3]3[CH:24]=[CH:23][S:22][C:4]=3[C:5]=2[OH:21])=[N:10]1. The yield is 0.650. (6) The yield is 0.310. The product is [Br:1][C:2]1[CH:3]=[CH:4][C:5](=[O:8])[N:6]([CH:10]([CH3:12])[CH3:11])[CH:7]=1. The reactants are [Br:1][C:2]1[CH:3]=[CH:4][C:5]([OH:8])=[N:6][CH:7]=1.I[CH:10]([CH3:12])[CH3:11].C([O-])([O-])=O.[K+].[K+]. The catalyst is CN(C=O)C.O. (7) The reactants are [CH2:1]([N:6]1[C:14]2[N:13]=[CH:12][NH:11][C:10]=2[C:9](=[O:15])[N:8]2[N:16]=[CH:17][N:18]=[C:7]12)[CH2:2][CH2:3][CH2:4][CH3:5].[Br:19]N1C(=O)CCC1=O. The catalyst is O1CCCC1. The product is [Br:19][C:12]1[NH:11][C:10]2[C:9](=[O:15])[N:8]3[N:16]=[CH:17][N:18]=[C:7]3[N:6]([CH2:1][CH2:2][CH2:3][CH2:4][CH3:5])[C:14]=2[N:13]=1. The yield is 0.124.